Task: Regression. Given two drug SMILES strings and cell line genomic features, predict the synergy score measuring deviation from expected non-interaction effect.. Dataset: NCI-60 drug combinations with 297,098 pairs across 59 cell lines Drug 1: CCC1(CC2CC(C3=C(CCN(C2)C1)C4=CC=CC=C4N3)(C5=C(C=C6C(=C5)C78CCN9C7C(C=CC9)(C(C(C8N6C=O)(C(=O)OC)O)OC(=O)C)CC)OC)C(=O)OC)O.OS(=O)(=O)O. Drug 2: CCN(CC)CCCC(C)NC1=C2C=C(C=CC2=NC3=C1C=CC(=C3)Cl)OC. Cell line: HCT-15. Synergy scores: CSS=5.16, Synergy_ZIP=5.91, Synergy_Bliss=8.93, Synergy_Loewe=3.03, Synergy_HSA=3.90.